From a dataset of Full USPTO retrosynthesis dataset with 1.9M reactions from patents (1976-2016). Predict the reactants needed to synthesize the given product. (1) Given the product [CH3:10][O:11][C:12]1[CH:20]=[CH:19][CH:18]=[CH:17][C:13]=1[C:14]([N:64]1[CH2:63][CH2:62][N:61]([C:44](=[O:43])[CH2:45][NH:46][C:47]([C:49]2[CH:54]=[CH:53][C:52]([C:55]3[CH:60]=[CH:59][CH:58]=[CH:57][CH:56]=3)=[CH:51][CH:50]=2)=[O:48])[CH2:66][CH2:65]1)=[O:16], predict the reactants needed to synthesize it. The reactants are: CCN(C(C)C)C(C)C.[CH3:10][O:11][C:12]1[CH:20]=[CH:19][CH:18]=[CH:17][C:13]=1[C:14]([OH:16])=O.C1C=CC2N(O)N=NC=2C=1.CCN=C=NCCCN(C)C.Cl.[O:43]=[C:44]([N:61]1[CH2:66][CH2:65][NH:64][CH2:63][CH2:62]1)[CH2:45][NH:46][C:47]([C:49]1[CH:54]=[CH:53][C:52]([C:55]2[CH:60]=[CH:59][CH:58]=[CH:57][CH:56]=2)=[CH:51][CH:50]=1)=[O:48]. (2) Given the product [Cl:19][C:15]1[C:14]2[C:9](=[CH:10][CH:11]=[C:12]([CH3:20])[CH:13]=2)[NH:8][C:7](=[O:3])[C:16]=1[C:17]#[N:18], predict the reactants needed to synthesize it. The reactants are: C([O-])(=[O:3])C.[NH4+].Cl[C:7]1[C:16]([C:17]#[N:18])=[C:15]([Cl:19])[C:14]2[C:9](=[CH:10][CH:11]=[C:12]([CH3:20])[CH:13]=2)[N:8]=1. (3) Given the product [CH3:37][O:36][C:31]1[CH:32]=[CH:33][CH:34]=[CH:35][C:30]=1[C:28]1[N:27]=[C:17]([C:16]2[CH:20]=[CH:21][C:13]([C:9]3[C:8]([CH3:7])=[CH:12][S:11][CH:10]=3)=[C:14]([C:22]([F:25])([F:24])[F:23])[CH:15]=2)[O:19][N:29]=1, predict the reactants needed to synthesize it. The reactants are: C(Cl)(=O)C(Cl)=O.[CH3:7][C:8]1[C:9]([C:13]2[CH:21]=[CH:20][C:16]([C:17]([OH:19])=O)=[CH:15][C:14]=2[C:22]([F:25])([F:24])[F:23])=[CH:10][S:11][CH:12]=1.O[N:27]=[C:28]([C:30]1[CH:35]=[CH:34][CH:33]=[CH:32][C:31]=1[O:36][CH3:37])[NH2:29].CCN(C(C)C)C(C)C. (4) Given the product [OH:5][CH2:6][C@@H:7]1[C@@H:14]2[C@@H:10]([O:11][C:12](=[O:15])[CH2:13]2)[CH2:9][C@H:8]1[O:16][CH2:17][C:18]1[CH:19]=[CH:20][CH:21]=[CH:22][CH:23]=1, predict the reactants needed to synthesize it. The reactants are: C([Si](C(C)C)(C(C)C)[O:5][CH2:6][C@@H:7]1[C@@H:14]2[C@@H:10]([O:11][C:12](=[O:15])[CH2:13]2)[CH2:9][C@H:8]1[O:16][CH2:17][C:18]1[CH:23]=[CH:22][CH:21]=[CH:20][CH:19]=1)(C)C.CCCC[N+](CCCC)(CCCC)CCCC.[F-]. (5) Given the product [Br:35][C:36]1[CH:37]=[C:38]([C:42]([OH:44])=[O:43])[NH:39][C:40]=1[CH3:41], predict the reactants needed to synthesize it. The reactants are: ClC1C(Cl)=C(C)NC=1C(N[C@@H]1CCN(C2SC(C([O-])=O)=CN=2)C[C@@H]1F)=O.OCC(CO)([NH3+])CO.[Br:35][C:36]1[CH:37]=[C:38]([C:42]([O:44]CC)=[O:43])[NH:39][C:40]=1[CH3:41]. (6) Given the product [I-:31].[CH2:28]([O:27][C:25](=[O:26])[CH2:24][C:5]1([NH:8][C:9]([C:11]2[O:12][C:13]([CH2:16][CH2:17][C:18]3[CH:23]=[CH:22][CH:21]=[CH:20][CH:19]=3)=[CH:14][CH:15]=2)=[O:10])[CH2:4][CH2:3][N+:2]([CH3:30])([CH3:1])[CH2:7][CH2:6]1)[CH3:29], predict the reactants needed to synthesize it. The reactants are: [CH3:1][N:2]1[CH2:7][CH2:6][C:5]([CH2:24][C:25]([O:27][CH2:28][CH3:29])=[O:26])([NH:8][C:9]([C:11]2[O:12][C:13]([CH2:16][CH2:17][C:18]3[CH:23]=[CH:22][CH:21]=[CH:20][CH:19]=3)=[CH:14][CH:15]=2)=[O:10])[CH2:4][CH2:3]1.[CH3:30][I:31]. (7) Given the product [Cl:1][C:2]1[CH:3]=[CH:4][C:5]([C:8]2[C:12]([CH2:13][CH3:14])=[C:11]([NH:15][C:16](=[O:19])[CH2:17][SH:18])[NH:10][N:9]=2)=[CH:6][CH:7]=1, predict the reactants needed to synthesize it. The reactants are: [Cl:1][C:2]1[CH:7]=[CH:6][C:5]([C:8]2[C:12]([CH2:13][CH3:14])=[C:11]([NH2:15])[NH:10][N:9]=2)=[CH:4][CH:3]=1.[C:16](O)(=[O:19])[CH2:17][SH:18].